This data is from Full USPTO retrosynthesis dataset with 1.9M reactions from patents (1976-2016). The task is: Predict the reactants needed to synthesize the given product. (1) Given the product [Cl:22][C:23]1[CH:28]=[C:27]([Cl:29])[CH:26]=[CH:25][C:24]=1[CH2:30][CH2:31][NH:32][C:16]([C:13]([CH3:14])([O:12][C:8]1[CH:7]=[C:6]([CH2:5][C@H:4]([O:19][CH3:20])[C:3]([OH:2])=[O:21])[CH:11]=[CH:10][CH:9]=1)[CH3:15])=[O:18], predict the reactants needed to synthesize it. The reactants are: C[O:2][C:3](=[O:21])[C@@H:4]([O:19][CH3:20])[CH2:5][C:6]1[CH:11]=[CH:10][CH:9]=[C:8]([O:12][C:13]([C:16]([OH:18])=O)([CH3:15])[CH3:14])[CH:7]=1.[Cl:22][C:23]1[CH:28]=[C:27]([Cl:29])[CH:26]=[CH:25][C:24]=1[CH2:30][CH2:31][NH2:32].C(O[C@@H](CC1C=CC(O[C@@H](C(=O)NCCC2C=CC(OC3C=CC=CC=3)=CC=2)C)=CC=1)C(O)=O)C. (2) Given the product [F:11][C:12]1[C:13]([CH3:28])=[C:14]([C:20]2[CH:25]=[CH:24][CH:23]=[C:22]([CH2:26][OH:27])[CH:21]=2)[C:15]([CH3:19])=[CH:16][C:17]=1[O:5][C@H:6]1[CH2:10][CH2:9][O:8][CH2:7]1, predict the reactants needed to synthesize it. The reactants are: CS([O:5][C@@H:6]1[CH2:10][CH2:9][O:8][CH2:7]1)(=O)=O.[F:11][C:12]1[C:13]([CH3:28])=[C:14]([C:20]2[CH:25]=[CH:24][CH:23]=[C:22]([CH2:26][OH:27])[CH:21]=2)[C:15]([CH3:19])=[CH:16][C:17]=1O.C(=O)([O-])[O-].[Cs+].[Cs+].O.